Dataset: Reaction yield outcomes from USPTO patents with 853,638 reactions. Task: Predict the reaction yield, written as a fraction of the theoretical maximum amount of product (1.0 means a 100% yield; for example, 0.34 means a 34% yield). The reactants are [CH3:1][O:2][C:3]1[CH:4]=[C:5]([CH2:9][CH2:10][NH2:11])[CH:6]=[CH:7][CH:8]=1.C1COCC1.CCN(CC)CC.Cl[C:25]([O:27][CH3:28])=[O:26]. The catalyst is C(OCC)(=O)C.O. The product is [CH3:28][O:27][C:25](=[O:26])[NH:11][CH2:10][CH2:9][C:5]1[CH:6]=[CH:7][CH:8]=[C:3]([O:2][CH3:1])[CH:4]=1. The yield is 0.980.